This data is from Reaction yield outcomes from USPTO patents with 853,638 reactions. The task is: Predict the reaction yield, written as a fraction of the theoretical maximum amount of product (1.0 means a 100% yield; for example, 0.34 means a 34% yield). (1) The reactants are [Cl:1][C:2]1[CH:7]=[CH:6][C:5]([N:8]2[CH2:14][CH2:13][CH2:12][NH:11][CH2:10][CH2:9]2)=[CH:4][CH:3]=1.[C:15]([O:19][C:20]([N:22]1[CH2:27][CH:26]2[CH:24]([O:25]2)[CH2:23]1)=[O:21])([CH3:18])([CH3:17])[CH3:16].FC(F)(F)S([O-])(=O)=O.[Ca+2].FC(F)(F)S([O-])(=O)=O. The catalyst is C(#N)C. The product is [C:15]([O:19][C:20]([N:22]1[CH2:23][C@@H:24]([OH:25])[C@H:26]([N:11]2[CH2:12][CH2:13][CH2:14][N:8]([C:5]3[CH:4]=[CH:3][C:2]([Cl:1])=[CH:7][CH:6]=3)[CH2:9][CH2:10]2)[CH2:27]1)=[O:21])([CH3:18])([CH3:16])[CH3:17]. The yield is 0.410. (2) The reactants are [CH2:1](Cl)[C:2](=[CH2:4])[CH3:3].C(=O)=O.Cl[C:10]1[CH:15]=[CH:14][CH:13]=[CH:12][CH:11]=1.[CH3:16]CCCCC.CCOC(C)=O.[O:28]1[CH2:32][CH2:31][CH2:30][CH2:29]1. No catalyst specified. The product is [CH:30](=[C:31]1[CH2:10][CH:15]2[CH2:14][CH:13]([C:12]2([CH3:11])[CH3:16])[C:32]1([CH2:3][C:2]([CH3:1])=[CH2:4])[OH:28])[CH3:29]. The yield is 0.920. (3) The reactants are [C:1]([NH:8][C:9]1[CH:14]=[CH:13][C:12](B2OC(C)(C)C(C)(C)O2)=[CH:11][CH:10]=1)([O:3][C:4]([CH3:7])([CH3:6])[CH3:5])=[O:2].[CH2:24]([N:31]1[C:35](=[O:36])[CH:34]=[CH:33][C:32]1=[O:37])[C:25]1[CH:30]=[CH:29][CH:28]=[CH:27][CH:26]=1.[OH-].[K+]. The catalyst is O1CCOCC1.O. The product is [C:4]([O:3][C:1](=[O:2])[NH:8][C:9]1[CH:10]=[CH:11][C:12]([CH:34]2[CH2:33][C:32](=[O:37])[N:31]([CH2:24][C:25]3[CH:30]=[CH:29][CH:28]=[CH:27][CH:26]=3)[C:35]2=[O:36])=[CH:13][CH:14]=1)([CH3:5])([CH3:6])[CH3:7]. The yield is 0.730. (4) The reactants are [F:1][C:2]1[CH:3]=[C:4]([NH:15][C:16]2[N:21]=[C:20]([NH:22][C:23]3[CH:24]=[C:25]([CH2:29][C:30]#[N:31])[CH:26]=[CH:27][CH:28]=3)[CH:19]=[CH:18][N:17]=2)[CH:5]=[CH:6][C:7]=1[N:8]1[CH2:13][CH2:12][N:11]([CH3:14])[CH2:10][CH2:9]1.[C:32]1([S:38]([OH:41])(=[O:40])=[O:39])[CH:37]=[CH:36][CH:35]=[CH:34][CH:33]=1. The catalyst is C(O)C. The product is [C:32]1([S:38]([OH:41])(=[O:40])=[O:39])[CH:37]=[CH:36][CH:35]=[CH:34][CH:33]=1.[F:1][C:2]1[CH:3]=[C:4]([NH:15][C:16]2[N:21]=[C:20]([NH:22][C:23]3[CH:24]=[C:25]([CH2:29][C:30]#[N:31])[CH:26]=[CH:27][CH:28]=3)[CH:19]=[CH:18][N:17]=2)[CH:5]=[CH:6][C:7]=1[N:8]1[CH2:13][CH2:12][N:11]([CH3:14])[CH2:10][CH2:9]1. The yield is 0.740. (5) The product is [Cl:10][C:4]1[CH:5]=[CH:6][CH:7]=[C:8]([F:9])[C:3]=1[CH2:2][N:16]1[C:12]([CH3:11])=[CH:13][C:14]([N:17]2[C:25](=[O:26])[C:24]3[C:19](=[CH:20][CH:21]=[CH:22][CH:23]=3)[C:18]2=[O:27])=[N:15]1. The catalyst is C(#N)C. The yield is 0.330. The reactants are Br[CH2:2][C:3]1[C:8]([F:9])=[CH:7][CH:6]=[CH:5][C:4]=1[Cl:10].[CH3:11][C:12]1[NH:16][N:15]=[C:14]([N:17]2[C:25](=[O:26])[C:24]3[C:19](=[CH:20][CH:21]=[CH:22][CH:23]=3)[C:18]2=[O:27])[CH:13]=1.C(=O)([O-])[O-].[K+].[K+]. (6) The yield is 0.610. The product is [CH2:36]([O:43][C:44](=[O:45])[NH:46][C@H:47]([C:48](=[O:49])[NH:50][C@H:51]([C:6](=[O:28])[NH:7][C@@H:8]([CH2:21][C:22]1[CH:23]=[CH:24][CH:25]=[CH:26][CH:27]=1)[CH:9]([C:11](=[O:20])[NH:12][CH2:13][C:14]1[CH:15]=[CH:16][CH:17]=[CH:18][CH:19]=1)[OH:10])[CH2:55][C:56]1[CH:61]=[CH:60][CH:59]=[CH:58][N:57]=1)[CH3:62])[C:37]1[CH:42]=[CH:41][CH:40]=[CH:39][CH:38]=1. The catalyst is ClCCl. The reactants are C(O[C:6](=[O:28])[NH:7][C@@H:8]([CH2:21][C:22]1[CH:27]=[CH:26][CH:25]=[CH:24][CH:23]=1)[CH:9]([C:11](=[O:20])[NH:12][CH2:13][C:14]1[CH:19]=[CH:18][CH:17]=[CH:16][CH:15]=1)[OH:10])(C)(C)C.C(O)(C(F)(F)F)=O.[CH2:36]([O:43][C:44]([NH:46][C@@H:47]([CH3:62])[C:48]([NH:50][C@@H:51]([CH2:55][C:56]1[CH:61]=[CH:60][CH:59]=[CH:58][N:57]=1)C(O)=O)=[O:49])=[O:45])[C:37]1[CH:42]=[CH:41][CH:40]=[CH:39][CH:38]=1.CN(C(ON1N=NC2C=CC=NC1=2)=[N+](C)C)C.F[P-](F)(F)(F)(F)F.C(N(CC)C(C)C)(C)C.